This data is from Catalyst prediction with 721,799 reactions and 888 catalyst types from USPTO. The task is: Predict which catalyst facilitates the given reaction. (1) Reactant: [NH2:1][CH2:2][C:3]([OH:5])=[O:4].[CH:6]1[C:18]2[CH:17]([CH2:19][O:20][C:21](Cl)=[O:22])[C:16]3[C:11](=[CH:12][CH:13]=[CH:14][CH:15]=3)[C:10]=2[CH:9]=[CH:8][CH:7]=1.O. Product: [NH:1]([C:21]([O:20][CH2:19][CH:17]1[C:16]2[C:11](=[CH:12][CH:13]=[CH:14][CH:15]=2)[C:10]2[C:18]1=[CH:6][CH:7]=[CH:8][CH:9]=2)=[O:22])[CH2:2][C:3]([OH:5])=[O:4]. The catalyst class is: 12. (2) Reactant: [F:1][C:2]1[CH:3]=[C:4]2[C:9](=[CH:10][CH:11]=1)[CH:8]=[N:7][CH:6]=[CH:5]2.C1C=C(Cl)C=C(C(OO)=[O:20])C=1. Product: [F:1][C:2]1[CH:3]=[C:4]2[C:9](=[CH:10][CH:11]=1)[CH:8]=[N+:7]([O-:20])[CH:6]=[CH:5]2. The catalyst class is: 2. (3) Reactant: [CH3:1][O:2][C:3]1[CH:8]=[CH:7][N:6]=[C:5]([NH2:9])[N:4]=1.[N+:10]([C:12]1[CH:21]=[CH:20][C:15]2[O:16][CH2:17][CH2:18][O:19][C:14]=2[CH:13]=1)#[C-:11].[Cl:22][C:23]1[CH:30]=[CH:29][CH:28]=[C:27]([F:31])[C:24]=1[CH:25]=O.[Cl-].[In+3].[Cl-].[Cl-]. Product: [Cl:22][C:23]1[CH:30]=[CH:29][CH:28]=[C:27]([F:31])[C:24]=1[C:25]1[N:9]=[C:5]2[N:6]=[CH:7][CH:8]=[C:3]([O:2][CH3:1])[N:4]2[C:11]=1[NH:10][C:12]1[CH:21]=[CH:20][C:15]2[O:16][CH2:17][CH2:18][O:19][C:14]=2[CH:13]=1. The catalyst class is: 11. (4) Reactant: [OH:1][C:2]1[CH:3]=[C:4]2[C:9](=[CH:10][C:11]=1[O:12][CH3:13])[N:8]=[C:7]([C:14]1[CH:19]=[CH:18][CH:17]=[C:16]([N+:20]([O-:22])=[O:21])[CH:15]=1)[N:6]=[C:5]2[NH:23][C:24]1[CH:25]=[C:26]2[C:30](=[CH:31][CH:32]=1)[N:29]([C:33]([O:35][C:36]([CH3:39])([CH3:38])[CH3:37])=[O:34])[N:28]=[CH:27]2.Cl[CH2:41][CH2:42][CH2:43][N:44]1[CH2:49][CH2:48][O:47][CH2:46][CH2:45]1.C([O-])([O-])=O.[K+].[K+]. Product: [CH3:13][O:12][C:11]1[CH:10]=[C:9]2[C:4]([C:5]([NH:23][C:24]3[CH:25]=[C:26]4[C:30](=[CH:31][CH:32]=3)[N:29]([C:33]([O:35][C:36]([CH3:39])([CH3:38])[CH3:37])=[O:34])[N:28]=[CH:27]4)=[N:6][C:7]([C:14]3[CH:19]=[CH:18][CH:17]=[C:16]([N+:20]([O-:22])=[O:21])[CH:15]=3)=[N:8]2)=[CH:3][C:2]=1[O:1][CH2:41][CH2:42][CH2:43][N:44]1[CH2:49][CH2:48][O:47][CH2:46][CH2:45]1. The catalyst class is: 3. (5) Reactant: CN(C)/[CH:3]=[CH:4]/[C:5]([C:7]1[CH:12]=[CH:11][C:10]([F:13])=[C:9]([CH:14]([OH:21])[C:15]2[CH:20]=[CH:19][CH:18]=[CH:17][CH:16]=2)[CH:8]=1)=O.Cl.[NH2:24][C:25]([NH2:27])=[NH:26].C(=O)([O-])[O-].[K+].[K+]. Product: [NH2:26][C:25]1[N:27]=[C:5]([C:7]2[CH:12]=[CH:11][C:10]([F:13])=[C:9]([CH:14]([C:15]3[CH:20]=[CH:19][CH:18]=[CH:17][CH:16]=3)[OH:21])[CH:8]=2)[CH:4]=[CH:3][N:24]=1. The catalyst class is: 8. (6) Reactant: [CH3:1][S:2][C:3]1[N:8]=[C:7]([NH:9][C:10]2[CH:15]=[CH:14][CH:13]=[C:12]([N+:16]([O-:18])=[O:17])[CH:11]=2)[C:6]([C:19]([OH:21])=O)=[CH:5][N:4]=1.[NH2:22][C:23]1[CH:28]=[CH:27][CH:26]=[CH:25][CH:24]=1.CCN=C=NCCCN(C)C.C1C=C2N=NN(O)C2=CC=1.O. Product: [CH3:1][S:2][C:3]1[N:8]=[C:7]([NH:9][C:10]2[CH:15]=[CH:14][CH:13]=[C:12]([N+:16]([O-:18])=[O:17])[CH:11]=2)[C:6]([C:19]([NH:22][C:23]2[CH:28]=[CH:27][CH:26]=[CH:25][CH:24]=2)=[O:21])=[CH:5][N:4]=1. The catalyst class is: 3. (7) Reactant: Br[C:2]1[N:6]([S:7]([C:10]2[CH:11]=[N:12][CH:13]=[CH:14][CH:15]=2)(=[O:9])=[O:8])[CH:5]=[C:4]([CH2:16][N:17]([CH3:25])[C:18](=[O:24])[O:19][C:20]([CH3:23])([CH3:22])[CH3:21])[CH:3]=1.O.[F:27][C:28]1[CH:29]=[N:30][CH:31]=[CH:32][C:33]=1B(O)O.C(=O)([O-])O.[Na+].COCCOC. Product: [F:27][C:28]1[CH:29]=[N:30][CH:31]=[CH:32][C:33]=1[C:2]1[N:6]([S:7]([C:10]2[CH:11]=[N:12][CH:13]=[CH:14][CH:15]=2)(=[O:9])=[O:8])[CH:5]=[C:4]([CH2:16][N:17]([CH3:25])[C:18](=[O:24])[O:19][C:20]([CH3:23])([CH3:22])[CH3:21])[CH:3]=1. The catalyst class is: 103.